From a dataset of Catalyst prediction with 721,799 reactions and 888 catalyst types from USPTO. Predict which catalyst facilitates the given reaction. (1) Reactant: [Cl:1][C:2]1[CH:3]=[CH:4][C:5]([O:29][CH:30]([F:32])[F:31])=[C:6]([C:8]2[C:12]([NH:13][C:14]([C:16]3[CH:17]=[N:18][N:19]4[CH:24]=[CH:23][CH:22]=[N:21][C:20]=34)=[O:15])=[CH:11][N:10]([CH2:25][C:26](O)=[O:27])[N:9]=2)[CH:7]=1.CN(C(ON1N=NC2C=CC=NC1=2)=[N+](C)C)C.F[P-](F)(F)(F)(F)F.C(OC([N:64]1[CH2:71][C@@H:70]2[C@@H:66]([CH2:67][NH:68][CH2:69]2)[CH2:65]1)=O)(C)(C)C.CCN(C(C)C)C(C)C. Product: [Cl:1][C:2]1[CH:3]=[CH:4][C:5]([O:29][CH:30]([F:31])[F:32])=[C:6]([C:8]2[C:12]([NH:13][C:14]([C:16]3[CH:17]=[N:18][N:19]4[CH:24]=[CH:23][CH:22]=[N:21][C:20]=34)=[O:15])=[CH:11][N:10]([CH2:25][C:26]([N:64]3[CH2:71][C@@H:70]4[C@@H:66]([CH2:67][NH:68][CH2:69]4)[CH2:65]3)=[O:27])[N:9]=2)[CH:7]=1. The catalyst class is: 3. (2) Reactant: C(N(C(C)C)C(C)C)C.[CH3:10][O:11][C:12]1[CH:17]=[CH:16][C:15]([C:18]2[CH:23]=[CH:22][N:21]=[C:20]([NH2:24])[C:19]=2[NH2:25])=[CH:14][CH:13]=1.[C:26]([C:29]1[CH:34]=[CH:33][N:32]=[C:31]([C:35]([O:37][CH3:38])=[O:36])[CH:30]=1)(=O)C.CN(C(ON1N=NC2C=CC=CC1=2)=[N+](C)C)C.F[P-](F)(F)(F)(F)F. Product: [CH3:10][O:11][C:12]1[CH:17]=[CH:16][C:15]([C:18]2[CH:23]=[CH:22][N:21]=[C:20]3[NH:24][C:26]([C:29]4[CH:34]=[CH:33][N:32]=[C:31]([C:35]([O:37][CH3:38])=[O:36])[CH:30]=4)=[N:25][C:19]=23)=[CH:14][CH:13]=1. The catalyst class is: 290. (3) Reactant: [Br:1][CH2:2][C:3](=O)[C:4]([O:6][CH2:7][CH3:8])=[O:5].[CH3:10][N:11]([CH3:19])[C:12]1[CH:13]=[CH:14][C:15]([NH2:18])=[N:16][CH:17]=1.C(O)C. Product: [BrH:1].[CH3:10][N:11]([CH3:19])[C:12]1[CH:13]=[CH:14][C:15]2[N:16]([CH:2]=[C:3]([C:4]([O:6][CH2:7][CH3:8])=[O:5])[N:18]=2)[CH:17]=1. The catalyst class is: 216. (4) Reactant: [CH3:1][O:2][C:3]1[CH:8]=[CH:7][C:6]([N+:9]([O-:11])=[O:10])=[CH:5][C:4]=1[NH2:12].[C:13]([N:20]1[CH2:25][CH2:24][C:23](=O)[CH2:22][CH2:21]1)([O:15][C:16]([CH3:19])([CH3:18])[CH3:17])=[O:14].S([O-])([O-])(=O)=O.[Na+].[Na+].C(O[BH-](OC(=O)C)OC(=O)C)(=O)C.[Na+]. Product: [CH3:1][O:2][C:3]1[CH:8]=[CH:7][C:6]([N+:9]([O-:11])=[O:10])=[CH:5][C:4]=1[NH:12][CH:23]1[CH2:24][CH2:25][N:20]([C:13]([O:15][C:16]([CH3:19])([CH3:18])[CH3:17])=[O:14])[CH2:21][CH2:22]1. The catalyst class is: 15. (5) Reactant: C([O-])([O-])=O.[Na+].[Na+].[S:7]1[C:11]2[CH:12]=[CH:13][CH:14]=[CH:15][C:10]=2[N:9]=[C:8]1[NH:16][C:17]1[CH:38]=[CH:37][C:20]([O:21][C:22]2[C:27]([C@H:28]3[CH2:33][CH2:32][CH2:31][N:30]([C:34](=[O:36])[CH3:35])[CH2:29]3)=[CH:26][CH:25]=[CH:24][N:23]=2)=[CH:19][CH:18]=1. Product: [S:7]1[C:11]2[CH:12]=[CH:13][CH:14]=[CH:15][C:10]=2[N:9]=[C:8]1[NH:16][C:17]1[CH:38]=[CH:37][C:20]([O:21][C:22]2[C:27]([C@@H:28]3[CH2:33][CH2:32][CH2:31][N:30]([C:34](=[O:36])[CH3:35])[CH2:29]3)=[CH:26][CH:25]=[CH:24][N:23]=2)=[CH:19][CH:18]=1. The catalyst class is: 2. (6) Reactant: [C:1]([O:4][C:5]1[CH:13]=[CH:12][C:8]([C:9]([OH:11])=[O:10])=[CH:7][CH:6]=1)(=[O:3])[CH3:2].C(N(CC)CC)C.CN(C(ON1N=NC2C=CC=CC1=2)=[N+](C)C)C.F[P-](F)(F)(F)(F)F.[CH2:45]1[O:50][CH:49]([C:51]2[CH:56]=[CH:55][CH:54]=[CH:53][CH:52]=2)[O:48][CH2:47][CH:46]1O. Product: [C:1]([O:4][C:5]1[CH:13]=[CH:12][C:8]([C:9]([O:11][CH:46]2[CH2:47][O:48][CH:49]([C:51]3[CH:52]=[CH:53][CH:54]=[CH:55][CH:56]=3)[O:50][CH2:45]2)=[O:10])=[CH:7][CH:6]=1)(=[O:3])[CH3:2]. The catalyst class is: 4. (7) Reactant: [F-:1].C([N+](CCCC)(CCCC)CCCC)CCC.CN(C=O)C.[Br:24][C:25]1[CH:26]=[C:27]([O:34][CH3:35])[C:28]([N+]([O-])=O)=[N:29][CH:30]=1. Product: [Br:24][C:25]1[CH:30]=[N:29][C:28]([F:1])=[C:27]([O:34][CH3:35])[CH:26]=1. The catalyst class is: 6. (8) Reactant: [NH2:1][C:2]1[NH:6][N:5]=[C:4]([NH:7][CH2:8][CH2:9][NH:10][C:11](=O)[CH3:12])[C:3]=1[C:14]1[S:15][C:16]2[CH:22]=[CH:21][CH:20]=[CH:19][C:17]=2[N:18]=1.[H-].[Al+3].[Li+].[H-].[H-].[H-].[Cl-].[NH4+]. Product: [S:15]1[C:16]2[CH:22]=[CH:21][CH:20]=[CH:19][C:17]=2[N:18]=[C:14]1[C:3]1[C:4]([NH:7][CH2:8][CH2:9][NH:10][CH2:11][CH3:12])=[N:5][NH:6][C:2]=1[NH2:1]. The catalyst class is: 1.